This data is from Full USPTO retrosynthesis dataset with 1.9M reactions from patents (1976-2016). The task is: Predict the reactants needed to synthesize the given product. The reactants are: [NH2:1][C:2]1[CH:7]=[CH:6][CH:5]=[CH:4][C:3]=1[OH:8].C(N(CC)CC)C.O1CCCC1.[Br:21][C:22]1[CH:30]=[CH:29][C:25]([C:26](Cl)=[O:27])=[CH:24][CH:23]=1. Given the product [Br:21][C:22]1[CH:30]=[CH:29][C:25]([C:26]([NH:1][C:2]2[CH:7]=[CH:6][CH:5]=[CH:4][C:3]=2[OH:8])=[O:27])=[CH:24][CH:23]=1, predict the reactants needed to synthesize it.